Dataset: NCI-60 drug combinations with 297,098 pairs across 59 cell lines. Task: Regression. Given two drug SMILES strings and cell line genomic features, predict the synergy score measuring deviation from expected non-interaction effect. (1) Drug 1: CC1CCC2CC(C(=CC=CC=CC(CC(C(=O)C(C(C(=CC(C(=O)CC(OC(=O)C3CCCCN3C(=O)C(=O)C1(O2)O)C(C)CC4CCC(C(C4)OC)OCCO)C)C)O)OC)C)C)C)OC. Drug 2: C1CNP(=O)(OC1)N(CCCl)CCCl. Cell line: NCI-H322M. Synergy scores: CSS=-2.03, Synergy_ZIP=2.35, Synergy_Bliss=3.56, Synergy_Loewe=-2.61, Synergy_HSA=-0.408. (2) Drug 1: C1CCN(CC1)CCOC2=CC=C(C=C2)C(=O)C3=C(SC4=C3C=CC(=C4)O)C5=CC=C(C=C5)O. Drug 2: CCC1=CC2CC(C3=C(CN(C2)C1)C4=CC=CC=C4N3)(C5=C(C=C6C(=C5)C78CCN9C7C(C=CC9)(C(C(C8N6C)(C(=O)OC)O)OC(=O)C)CC)OC)C(=O)OC.C(C(C(=O)O)O)(C(=O)O)O. Cell line: SNB-19. Synergy scores: CSS=41.5, Synergy_ZIP=0.0955, Synergy_Bliss=-0.908, Synergy_Loewe=-19.7, Synergy_HSA=-0.584. (3) Drug 1: C1C(C(OC1N2C=NC3=C(N=C(N=C32)Cl)N)CO)O. Drug 2: CC1CCCC2(C(O2)CC(NC(=O)CC(C(C(=O)C(C1O)C)(C)C)O)C(=CC3=CSC(=N3)C)C)C. Cell line: HOP-62. Synergy scores: CSS=66.7, Synergy_ZIP=-2.72, Synergy_Bliss=-3.85, Synergy_Loewe=4.97, Synergy_HSA=5.47.